Dataset: Reaction yield outcomes from USPTO patents with 853,638 reactions. Task: Predict the reaction yield, written as a fraction of the theoretical maximum amount of product (1.0 means a 100% yield; for example, 0.34 means a 34% yield). (1) The reactants are C([SiH](CC)CC)C.[CH2:8]([O:10][C:11]([C:13]1[NH:14][CH:15]=[C:16]([C:18](=O)[CH2:19][C:20]2[CH:25]=[CH:24][C:23]([F:26])=[CH:22][CH:21]=2)[CH:17]=1)=[O:12])[CH3:9]. The catalyst is FC(F)(F)C(O)=O. The product is [CH2:8]([O:10][C:11]([C:13]1[NH:14][CH:15]=[C:16]([CH2:18][CH2:19][C:20]2[CH:21]=[CH:22][C:23]([F:26])=[CH:24][CH:25]=2)[CH:17]=1)=[O:12])[CH3:9]. The yield is 0.570. (2) The reactants are [F:1][CH:2]([F:18])[C:3]1[CH:8]=[CH:7][C:6](B2OC(C)(C)C(C)(C)O2)=[CH:5][CH:4]=1.P([O-])([O-])([O-])=O.[K+].[K+].[K+].O.[C:28]([O:32][C@@H:33]([C:38]1[C:39](I)=[C:40]2[C:47]3[CH2:48][CH2:49][CH2:50][CH2:51][C:46]=3[S:45][C:41]2=[N:42][C:43]=1[CH3:44])[C:34]([O:36][CH3:37])=[O:35])([CH3:31])([CH3:30])[CH3:29]. The catalyst is O1CCOCC1.[Pd+2].ClC1C=C[C-](P(C(C)(C)C)C(C)(C)C)C=1Cl.[C-]1(P(C(C)(C)C)C(C)(C)C)C=CC=C1.[Fe+2]. The product is [C:28]([O:32][C@@H:33]([C:38]1[C:39]([C:6]2[CH:5]=[CH:4][C:3]([CH:2]([F:1])[F:18])=[CH:8][CH:7]=2)=[C:40]2[C:47]3[CH2:48][CH2:49][CH2:50][CH2:51][C:46]=3[S:45][C:41]2=[N:42][C:43]=1[CH3:44])[C:34]([O:36][CH3:37])=[O:35])([CH3:31])([CH3:29])[CH3:30]. The yield is 0.850. (3) The reactants are [F:1][C:2]1[CH:3]=[C:4]2[C:8](=[CH:9][CH:10]=1)[NH:7][C:6](=[O:11])/[C:5]/2=[CH:12]\[C:13]1[NH:17][C:16]([CH3:18])=[C:15]([C:19]([NH:21]O)=[O:20])[C:14]=1[CH3:23].C1C=CC2N(O)N=NC=2C=1.C(N(CC)CC)C.Cl.Cl.N[CH2:44][CH2:45][CH2:46][CH2:47][CH2:48][C:49]([O:51][CH3:52])=[O:50].[OH-].[Na+]. The catalyst is CN(C=O)C.O.[Cl-].[Na+].O.C(=O)(O)[O-]. The product is [F:1][C:2]1[CH:3]=[C:4]2[C:8](=[CH:9][CH:10]=1)[NH:7][C:6](=[O:11])/[C:5]/2=[CH:12]\[C:13]1[NH:17][C:16]([CH3:18])=[C:15]([C:19]([NH:21][CH2:44][CH2:45][CH2:46][CH2:47][CH2:48][C:49]([O:51][CH3:52])=[O:50])=[O:20])[C:14]=1[CH3:23]. The yield is 0.658. (4) The reactants are [NH2:1][C:2]1[CH:3]=[C:4]2[C:8](=[CH:9][CH:10]=1)[N:7]([CH3:11])[C:6]([C:12](OCC)=[O:13])=[CH:5]2.[H-].[Al+3].[Li+].[H-].[H-].[H-].O.O.O.O.O.O.O.O.O.O.S([O-])([O-])(=O)=O.[Na+].[Na+]. The catalyst is C1COCC1. The product is [NH2:1][C:2]1[CH:3]=[C:4]2[C:8](=[CH:9][CH:10]=1)[N:7]([CH3:11])[C:6]([CH2:12][OH:13])=[CH:5]2. The yield is 1.00. (5) The reactants are C[N+]1([O-])CCOCC1.[CH3:9][C:10]1([CH3:39])[CH2:19][CH2:18][C:17]2[C:12](=[CH:13][CH:14]=[C:15]([C:20]([O:34][Si](C)(C)C)=[CH:21][C:22]3[CH:27]=[C:26]([O:28][CH3:29])[C:25]([O:30][CH3:31])=[C:24]([O:32][CH3:33])[CH:23]=3)[CH:16]=2)[O:11]1. The catalyst is O.CC(C)=O.[Os](=O)(=O)(=O)=O. The product is [CH3:9][C:10]1([CH3:39])[CH2:19][CH2:18][C:17]2[C:12](=[CH:13][CH:14]=[C:15]([C:20](=[O:34])[CH2:21][C:22]3[CH:27]=[C:26]([O:28][CH3:29])[C:25]([O:30][CH3:31])=[C:24]([O:32][CH3:33])[CH:23]=3)[CH:16]=2)[O:11]1. The yield is 0.0800. (6) The reactants are [CH2:1]([NH:8][CH2:9][C:10]1[CH:15]=[CH:14][CH:13]=[CH:12][CH:11]=1)[C:2]1[CH:7]=[CH:6][CH:5]=[CH:4][CH:3]=1.C(=O)([O-])[O-].[K+].[K+].Br[CH2:23][C:24](=[O:29])[C:25]([CH3:28])([CH3:27])[CH3:26]. The yield is 0.485. The product is [CH2:9]([N:8]([CH2:1][C:2]1[CH:7]=[CH:6][CH:5]=[CH:4][CH:3]=1)[CH2:23][C:24](=[O:29])[C:25]([CH3:28])([CH3:27])[CH3:26])[C:10]1[CH:15]=[CH:14][CH:13]=[CH:12][CH:11]=1. The catalyst is C(#N)C. (7) The reactants are [C:1]([NH:5][S:6]([C:9]1[CH:14]=[CH:13][CH:12]=[CH:11][CH:10]=1)(=[O:8])=[O:7])([CH3:4])([CH3:3])[CH3:2].[Li]CCCC.C([O:23][B:24](OC(C)C)[O:25]C(C)C)(C)C.Cl. The catalyst is C1COCC1. The product is [C:1]([NH:5][S:6]([C:9]1[CH:14]=[CH:13][CH:12]=[CH:11][C:10]=1[B:24]([OH:25])[OH:23])(=[O:8])=[O:7])([CH3:4])([CH3:2])[CH3:3]. The yield is 0.500. (8) The reactants are [CH2:1]([NH:3][C@H:4]1[CH2:8][CH2:7][N:6]([C:9]2[C:14]([C:15]([O:17][CH:18]([CH3:20])[CH3:19])=[O:16])=[CH:13][CH:12]=[CH:11][N:10]=2)[CH2:5]1)[CH3:2].Br[CH2:22][C:23]1[CH:28]=[CH:27][C:26]([CH2:29][CH3:30])=[CH:25][CH:24]=1.C([O-])([O-])=O.[K+].[K+]. The catalyst is CC(C)=O. The product is [CH2:1]([N:3]([CH2:22][C:23]1[CH:28]=[CH:27][C:26]([CH2:29][CH3:30])=[CH:25][CH:24]=1)[C@H:4]1[CH2:8][CH2:7][N:6]([C:9]2[C:14]([C:15]([O:17][CH:18]([CH3:19])[CH3:20])=[O:16])=[CH:13][CH:12]=[CH:11][N:10]=2)[CH2:5]1)[CH3:2]. The yield is 0.340. (9) The catalyst is ClCCl. The reactants are C([NH:5][S:6]([C:9]1[CH:14]=[CH:13][CH:12]=[C:11]([C:15]2[CH:20]=[C:19]([C:21]3[N:26]=[C:25]([C:27]4[CH:32]=[CH:31][C:30]([Cl:33])=[C:29]([CH3:34])[CH:28]=4)[CH:24]=[C:23]([C:35]([F:38])([F:37])[F:36])[N:22]=3)[CH:18]=[CH:17][N:16]=2)[CH:10]=1)(=[O:8])=[O:7])(C)(C)C.C(O)(C(F)(F)F)=O. The yield is 0.550. The product is [Cl:33][C:30]1[CH:31]=[CH:32][C:27]([C:25]2[CH:24]=[C:23]([C:35]([F:37])([F:38])[F:36])[N:22]=[C:21]([C:19]3[CH:18]=[CH:17][N:16]=[C:15]([C:11]4[CH:10]=[C:9]([S:6]([NH2:5])(=[O:8])=[O:7])[CH:14]=[CH:13][CH:12]=4)[CH:20]=3)[N:26]=2)=[CH:28][C:29]=1[CH3:34].